From a dataset of Reaction yield outcomes from USPTO patents with 853,638 reactions. Predict the reaction yield, written as a fraction of the theoretical maximum amount of product (1.0 means a 100% yield; for example, 0.34 means a 34% yield). (1) The reactants are [S:1]1[C:5]2[CH:6]=[CH:7][CH:8]=[CH:9][C:4]=2[N:3]=[C:2]1[C:10]1[C:11]([NH2:15])=[N:12][NH:13][CH:14]=1.[CH:16](O)=[O:17]. No catalyst specified. The product is [S:1]1[C:5]2[CH:6]=[CH:7][CH:8]=[CH:9][C:4]=2[N:3]=[C:2]1[C:10]1[C:11]([NH:15][CH:16]=[O:17])=[N:12][NH:13][CH:14]=1. The yield is 0.900. (2) The reactants are [NH2:1][C:2]1[S:3][C:4]2[N:5]=[C:6]([N:11]([CH3:32])[C:12]3[CH:13]=[C:14]([NH:18][C:19](=[O:31])[C:20]4[CH:25]=[CH:24][CH:23]=[C:22]([C:26]([C:29]#[N:30])([CH3:28])[CH3:27])[CH:21]=4)[CH:15]=[CH:16][CH:17]=3)[N:7]=[CH:8][C:9]=2[N:10]=1.[Cl:33][CH2:34][C:35](Cl)=[O:36].C(=O)([O-])O.[Na+]. The yield is 0.880. The product is [Cl:33][CH2:34][C:35]([NH:1][C:2]1[S:3][C:4]2[N:5]=[C:6]([N:11]([CH3:32])[C:12]3[CH:13]=[C:14]([NH:18][C:19](=[O:31])[C:20]4[CH:25]=[CH:24][CH:23]=[C:22]([C:26]([C:29]#[N:30])([CH3:27])[CH3:28])[CH:21]=4)[CH:15]=[CH:16][CH:17]=3)[N:7]=[CH:8][C:9]=2[N:10]=1)=[O:36]. The catalyst is CN(C)C(=O)C. (3) The reactants are I([O-])(=O)(=O)=[O:2].[Na+].[OH:7][CH2:8][C@H:9]1[CH2:11][C@@H:10]1[CH2:12][C:13]([O:15][CH2:16][C:17]1[CH:22]=[CH:21][CH:20]=[CH:19][CH:18]=1)=[O:14]. The catalyst is CC(C)=O.O.O.[Ru](=O)=O. The product is [CH2:16]([O:15][C:13](=[O:14])[CH2:12][C@H:10]1[CH2:11][C@@H:9]1[C:8]([OH:2])=[O:7])[C:17]1[CH:18]=[CH:19][CH:20]=[CH:21][CH:22]=1. The yield is 0.910. (4) The reactants are [Cl:1][C:2]1[CH:7]=[CH:6][C:5]([NH:8][S:9]([C:12]([F:15])([F:14])[F:13])(=[O:11])=[O:10])=[C:4]([CH:16]=O)[CH:3]=1.Cl.[F:19][C:20]([F:35])([F:34])[C:21]1[CH:29]=[C:28]([C:30]([F:33])([F:32])[F:31])[CH:27]=[CH:26][C:22]=1[CH2:23][O:24][NH2:25].CC([O-])=O.[Na+]. The catalyst is CCO. The product is [F:19][C:20]([F:34])([F:35])[C:21]1[CH:29]=[C:28]([C:30]([F:33])([F:31])[F:32])[CH:27]=[CH:26][C:22]=1[CH2:23][O:24][N:25]=[CH:16][C:4]1[CH:3]=[C:2]([Cl:1])[CH:7]=[CH:6][C:5]=1[NH:8][S:9]([C:12]([F:13])([F:14])[F:15])(=[O:10])=[O:11]. The yield is 0.580. (5) The product is [O:37]=[C:32]1[CH:33]([C:38]([O-:40])=[O:39])[O:34][CH2:35][CH2:36][N:31]1[C:25]1[CH:26]=[CH:27][CH:28]=[CH:29][CH:30]=1.[Li+:24]. The catalyst is C1COCC1. The reactants are BrC1C(C(C)(C)C)=CC(C(C)(C)C)=CC=1C(C)(C)C.C([Li:24])CCC.[C:25]1([N:31]2[CH2:36][CH2:35][O:34][CH2:33][C:32]2=[O:37])[CH:30]=[CH:29][CH:28]=[CH:27][CH:26]=1.[C:38](=[O:40])=[O:39]. The yield is 0.605. (6) The reactants are Br[C:2]1[CH:7]=[CH:6][C:5]([CH2:8][CH2:9][S:10]([NH:13][C:14]2[CH:19]=[CH:18][CH:17]=[CH:16][C:15]=2[S:20]([NH2:23])(=[O:22])=[O:21])(=[O:12])=[O:11])=[CH:4][CH:3]=1.[CH3:24][C:25]([CH3:29])([CH3:28])[C:26]#[CH:27]. No catalyst specified. The product is [CH3:24][C:25]([CH3:29])([CH3:28])[C:26]#[C:27][C:2]1[CH:7]=[CH:6][C:5]([CH2:8][CH2:9][S:10]([NH:13][C:14]2[CH:19]=[CH:18][CH:17]=[CH:16][C:15]=2[S:20]([NH2:23])(=[O:22])=[O:21])(=[O:12])=[O:11])=[CH:4][CH:3]=1. The yield is 0.160. (7) The reactants are [CH:1]([C@@H:4]1[N:10]([CH3:11])[CH2:9][C:8]2[CH:12]=[CH:13][C:14]([C:16]([O:18]C)=O)=[CH:15][C:7]=2[O:6][CH2:5]1)([CH3:3])[CH3:2].CO.[NH2:22][OH:23].[OH-].[Na+]. The catalyst is C1COCC1. The product is [OH:23][NH:22][C:16]([C:14]1[CH:13]=[CH:12][C:8]2[CH2:9][N:10]([CH3:11])[C@@H:4]([CH:1]([CH3:3])[CH3:2])[CH2:5][O:6][C:7]=2[CH:15]=1)=[O:18]. The yield is 0.270.